Dataset: Full USPTO retrosynthesis dataset with 1.9M reactions from patents (1976-2016). Task: Predict the reactants needed to synthesize the given product. (1) Given the product [CH2:18]([O:17][CH2:16][CH2:15][N:5]1[CH2:4][C@H:3]([NH:2][C:27](=[O:28])[C:26]([OH:25])([CH3:41])[C:30]([NH:32][CH2:33][C:34]([F:39])([F:40])[C:35]([F:36])([F:38])[F:37])=[O:31])[C:9](=[O:10])[NH:8][C:7]2[CH:11]=[CH:12][CH:13]=[CH:14][C:6]1=2)[C:19]1[CH:20]=[CH:21][CH:22]=[CH:23][CH:24]=1, predict the reactants needed to synthesize it. The reactants are: Cl.[NH2:2][C@@H:3]1[C:9](=[O:10])[NH:8][C:7]2[CH:11]=[CH:12][CH:13]=[CH:14][C:6]=2[N:5]([CH2:15][CH2:16][O:17][CH2:18][C:19]2[CH:24]=[CH:23][CH:22]=[CH:21][CH:20]=2)[CH2:4]1.[OH:25][C:26]([CH3:41])([C:30]([NH:32][CH2:33][C:34]([F:40])([F:39])[C:35]([F:38])([F:37])[F:36])=[O:31])[C:27](O)=[O:28].ON1C2C=CC=CC=2N=N1. (2) Given the product [C:23]([O:22][C:20]([N:18]1[C@H:17]([C:27]([OH:46])=[O:28])[CH2:16][C:9]2[C:14]3[C:15](=[CH:10][CH:11]=[CH:12][CH:13]=3)[N:7]([CH2:40][C:37]3[CH:36]=[N:35][C:34]([Cl:33])=[CH:39][CH:38]=3)[C:8]=2[CH2:19]1)=[O:21])([CH3:24])([CH3:25])[CH3:26], predict the reactants needed to synthesize it. The reactants are: FC1C=CC(C[N:7]2[C:15]3[C:10](=[CH:11][CH:12]=[CH:13][CH:14]=3)[C:9]3[CH2:16][C@@H:17]([CH2:27][OH:28])[N:18]([C:20]([O:22][C:23]([CH3:26])([CH3:25])[CH3:24])=[O:21])[CH2:19][C:8]2=3)=CC=1.[H-].[Na+].[Cl:33][C:34]1[CH:39]=[CH:38][C:37]([CH2:40]Cl)=[CH:36][N:35]=1.CN(C=[O:46])C.